From a dataset of NCI-60 drug combinations with 297,098 pairs across 59 cell lines. Regression. Given two drug SMILES strings and cell line genomic features, predict the synergy score measuring deviation from expected non-interaction effect. (1) Drug 1: CC1=C(N=C(N=C1N)C(CC(=O)N)NCC(C(=O)N)N)C(=O)NC(C(C2=CN=CN2)OC3C(C(C(C(O3)CO)O)O)OC4C(C(C(C(O4)CO)O)OC(=O)N)O)C(=O)NC(C)C(C(C)C(=O)NC(C(C)O)C(=O)NCCC5=NC(=CS5)C6=NC(=CS6)C(=O)NCCC[S+](C)C)O. Drug 2: CC12CCC3C(C1CCC2OP(=O)(O)O)CCC4=C3C=CC(=C4)OC(=O)N(CCCl)CCCl.[Na+]. Cell line: A549. Synergy scores: CSS=47.0, Synergy_ZIP=-4.88, Synergy_Bliss=-4.02, Synergy_Loewe=-28.9, Synergy_HSA=0.937. (2) Drug 1: CC1=C2C(C(=O)C3(C(CC4C(C3C(C(C2(C)C)(CC1OC(=O)C(C(C5=CC=CC=C5)NC(=O)C6=CC=CC=C6)O)O)OC(=O)C7=CC=CC=C7)(CO4)OC(=O)C)O)C)OC(=O)C. Drug 2: CCC1=C2CN3C(=CC4=C(C3=O)COC(=O)C4(CC)O)C2=NC5=C1C=C(C=C5)O. Cell line: HS 578T. Synergy scores: CSS=25.9, Synergy_ZIP=-6.87, Synergy_Bliss=-5.01, Synergy_Loewe=-5.76, Synergy_HSA=-3.38. (3) Drug 1: COC1=C(C=C2C(=C1)N=CN=C2NC3=CC(=C(C=C3)F)Cl)OCCCN4CCOCC4. Drug 2: C1=CC(=C2C(=C1NCCNCCO)C(=O)C3=C(C=CC(=C3C2=O)O)O)NCCNCCO. Cell line: HT29. Synergy scores: CSS=69.2, Synergy_ZIP=12.3, Synergy_Bliss=11.2, Synergy_Loewe=3.52, Synergy_HSA=16.0. (4) Drug 1: C1=CN(C=N1)CC(O)(P(=O)(O)O)P(=O)(O)O. Drug 2: CN1C2=C(C=C(C=C2)N(CCCl)CCCl)N=C1CCCC(=O)O.Cl. Cell line: SK-MEL-28. Synergy scores: CSS=3.80, Synergy_ZIP=-2.14, Synergy_Bliss=-0.833, Synergy_Loewe=-0.702, Synergy_HSA=-0.342.